The task is: Binary Classification. Given a drug SMILES string, predict its activity (active/inactive) in a high-throughput screening assay against a specified biological target.. This data is from Choline transporter screen with 302,306 compounds. The compound is O(CC(n1c(c(cc1C)C(=O)COC(=O)c1c(n(nc1C)c1ccccc1)C)C)C)C. The result is 0 (inactive).